This data is from Antibody developability classification from SAbDab with 2,409 antibodies. The task is: Regression/Classification. Given an antibody's heavy chain and light chain sequences, predict its developability. TAP uses regression for 5 developability metrics; SAbDab uses binary classification. (1) The antibody is ['QVKLQQSGAELVRSGTSVKLSCTASGFNIKDSYMHWLRQGPEQGLEWIGWIDPENGDTEYAPKFQGKATFTTDTSSNTAYLQLSSLTSEDTAVYYCNEGTPTGPYYFDYWGQGTTVTVSS', 'ENVLTQSPAIMSASPGEKVTITCSASSSVSYMHWFQQKPGTSPKLWIYSTSNLASGVPARFSGSGSGTSYSLTISRMEAEDAATYYCQQRSSYPLTFGAGTKLELK']. Result: 0 (not developable). (2) The antibody is ['QVQLVQSGGGVVQPGRSLRLSCAASEFTFRMYATHWVRQAPGKGLEWVALISYDGSNKYYADSVKGRFTISRDNSMNTVYLQMNTLRPEDTAVYYCARDLGGYFIRGIMDVWGQGTLVTVSS', 'ELQMTQSPSSVSASVGDRVTITCRASQGISSWLAWYQQKPGKAPKLLIYAASSLQSGVPSRFSGSGSGTDFTLTISSLQPEDFATYYCQQANSFPLTFGGGTKVEIK']. Result: 0 (not developable). (3) Result: 0 (not developable). The antibody is ['EVTLQESGGGLVQPGGSMKLSCAASGFTFSDAWVDWVRQSPGKGLEWVAEIRNKANNHATKYTESVKGRFTISRDDSKSSVYLQMNSLRAEDTGIYYCTSVPQLGRGFAYWGQGTLVTVSA', 'DIVMTQAAPSVPVTPGESVSISCRSSKSLLHSNGYTYLHWFLQRPGQSPQLLIYRVSNLASGVPDRFSGSGSGTAFTLRFSRVEAEDVGVYYCMQHLEYPFTFGSGTKLEIK']. (4) The antibody is ['EVQLVESGGGLVQPGRSLRLSCAASGFTFNDYAMHWVRQAPGKGLEWVSGISWDSSSIGYADSVKGRFTISRDNAKNSLYLQMNSLRAEDMALYYCVKGRDYYDSGGYFTVAFDIWGQGTMVTVSS', 'DIQMTQSPSTLSASVGDRVTITCRASQSISRWLAWYQQKPGKVPKLLIYKASSLESGVPSRFSGSGSGTEFTLTISSLQPDDFATYYCQQYNSYSFGPGTKVDIK']. Result: 0 (not developable). (5) The antibody is ['QVQLKESGPGLVAPSQSLSITCTVSGFSLTGYGVNWVRQPPGKGLEWLGMIWGDGNTDYNSALKSRLSISKDNSKSQVFLKMNSLHTDDTARYYCARERDYRLDYWGQGTTLTVSS', 'DIQMTQSPASLSASVGETVTITCRASGNIHNYLAWYQQKQGKSPQLLVYYTTTLADGVPSRFSGSGSGTQYSLKINSLQPEDFGSYYCQHFWSTPRTFGGGTKLEIK']. Result: 1 (developable). (6) The antibody is ['QVQLQQSGPELVKPGASVKISCKASGYSFTSYYIHWVKQRPGQGLEWIGWIYPGSYNTEYSEKFKGKATLTADTSSSTAYMQLSSLTSEDSAVYYCARSEDWFAYWGQGTLVTVSA', 'QIVLTQSPAIMSASPGEKVTISCSASSSVSYMYWYHQKPGSSPKPWIYRTSNLASGVPARFSGSGSGTSYSLTISSMEAEDAATYYCQQYHSYPLTFGAGTKLELK']. Result: 0 (not developable).